Dataset: Reaction yield outcomes from USPTO patents with 853,638 reactions. Task: Predict the reaction yield, written as a fraction of the theoretical maximum amount of product (1.0 means a 100% yield; for example, 0.34 means a 34% yield). (1) The reactants are [CH3:1][O:2][C:3](=[O:24])[CH:4]([C:9]1[CH:14]=[CH:13][C:12]([N+:15]([O-])=O)=[C:11]([C:18]2[CH2:23][CH2:22][CH2:21][CH2:20][CH:19]=2)[CH:10]=1)[C:5]([O:7][CH3:8])=[O:6].[NH4+].[Cl-].O. The catalyst is C(O)C.[Fe]. The product is [CH3:1][O:2][C:3](=[O:24])[CH:4]([C:9]1[CH:14]=[CH:13][C:12]([NH2:15])=[C:11]([C:18]2[CH2:23][CH2:22][CH2:21][CH2:20][CH:19]=2)[CH:10]=1)[C:5]([O:7][CH3:8])=[O:6]. The yield is 0.710. (2) The reactants are [N:1]1[CH:2]=[N:3][N:4]2[CH:9]=[C:8]([CH2:10][C:11]([C:13]3[CH:18]=[CH:17][CH:16]=[C:15]([CH3:19])[N:14]=3)=[O:12])[CH:7]=[CH:6][C:5]=12.Br.C([O-])([O-])=[O:22].[K+].[K+]. The catalyst is CS(C)=O. The product is [N:1]1[CH:2]=[N:3][N:4]2[CH:9]=[C:8]([C:10](=[O:22])[C:11]([C:13]3[CH:18]=[CH:17][CH:16]=[C:15]([CH3:19])[N:14]=3)=[O:12])[CH:7]=[CH:6][C:5]=12. The yield is 0.920. (3) The reactants are F[C:2]1[N:7]=[CH:6][C:5]([CH:8]([N:10]2[CH2:15][CH2:14][O:13][CH2:12][CH2:11]2)[CH3:9])=[CH:4][C:3]=1[C:16]1[N:24]=[C:23]([CH3:25])[N:22]=[C:21]2[C:17]=1[N:18]=[CH:19][N:20]2[CH:26]1[CH2:31][CH2:30][CH2:29][CH2:28][O:27]1.[NH2:32][C:33]1[CH:34]=[C:35]([NH:40][S:41]([N:44]([CH3:46])[CH3:45])(=[O:43])=[O:42])[C:36]([Cl:39])=[N:37][CH:38]=1.C[Si]([N-][Si](C)(C)C)(C)C.[Na+]. The catalyst is C1COCC1. The product is [Cl:39][C:36]1[C:35]([NH:40][S:41]([N:44]([CH3:45])[CH3:46])(=[O:43])=[O:42])=[CH:34][C:33]([NH:32][C:2]2[C:3]([C:16]3[N:24]=[C:23]([CH3:25])[N:22]=[C:21]4[C:17]=3[N:18]=[CH:19][N:20]4[CH:26]3[CH2:31][CH2:30][CH2:29][CH2:28][O:27]3)=[CH:4][C:5]([CH:8]([N:10]3[CH2:15][CH2:14][O:13][CH2:12][CH2:11]3)[CH3:9])=[CH:6][N:7]=2)=[CH:38][N:37]=1. The yield is 0.650. (4) The reactants are [Br:1][C:2]1[CH:3]=[C:4]2[C:9](=[CH:10][CH:11]=1)[N:8]([C:12](=[O:17])[C:13]([F:16])([F:15])[F:14])[C@@H:7]([CH3:18])[CH2:6][NH:5]2.[C:19](O[C:19]([O:21][C:22]([CH3:25])([CH3:24])[CH3:23])=[O:20])([O:21][C:22]([CH3:25])([CH3:24])[CH3:23])=[O:20]. The catalyst is CN(C)C1C=CN=CC=1.ClC(Cl)C. The product is [Br:1][C:2]1[CH:3]=[C:4]2[C:9]([N:8]([C:12](=[O:17])[C:13]([F:14])([F:16])[F:15])[C@@H:7]([CH3:18])[CH2:6][N:5]2[C:19]([O:21][C:22]([CH3:25])([CH3:24])[CH3:23])=[O:20])=[CH:10][CH:11]=1. The yield is 1.00. (5) The product is [C:39]([C@@H:21]([C@H:22]([C:48]([OH:49])=[O:35])[OH:23])[OH:20])([OH:41])=[O:42].[Cl:1][C:2]1[CH:7]=[CH:6][C:5]([N:8]2[C:14]3[CH:15]=[CH:16][C:17]([C:30]4[CH:38]=[CH:37][C:33]([C:34]([NH2:36])=[O:35])=[CH:32][CH:31]=4)=[CH:18][C:13]=3[CH2:12][N:11]([CH3:28])[CH2:10][CH2:9]2)=[CH:4][CH:3]=1. The reactants are [Cl:1][C:2]1[CH:7]=[CH:6][C:5]([N:8]2[C:14]3[CH:15]=[CH:16][C:17](B4[O:23][C:22](C)(C)[C:21](C)(C)[O:20]4)=[CH:18][C:13]=3[CH2:12][N:11]([CH3:28])[CH2:10][CH2:9]2)=[CH:4][CH:3]=1.Br[C:30]1[CH:38]=[CH:37][C:33]([C:34]([NH2:36])=[O:35])=[CH:32][CH:31]=1.[C:39](=[O:42])([O-:41])[O-].[Cs+].[Cs+].CN([CH:48]=[O:49])C. The catalyst is O.C1C=CC([PH+]([C]2[CH][CH][CH][CH]2)C2C=CC=CC=2)=CC=1.C1C=CC([PH+]([C]2[CH][CH][CH][CH]2)C2C=CC=CC=2)=CC=1.C(Cl)Cl.Cl[Pd]Cl.[Fe]. The yield is 0.100. (6) The reactants are [H-].[Na+].[C:3]([O:7][C:8]([NH:10][C@H:11]1[CH2:15][CH2:14][N:13]([C:16]([O:18][CH2:19][C:20]2[CH:25]=[CH:24][CH:23]=[CH:22][CH:21]=2)=[O:17])[CH2:12]1)=[O:9])([CH3:6])([CH3:5])[CH3:4].I[CH3:27]. The catalyst is CN(C=O)C.O. The product is [C:3]([O:7][C:8]([N:10]([CH3:27])[C@H:11]1[CH2:15][CH2:14][N:13]([C:16]([O:18][CH2:19][C:20]2[CH:25]=[CH:24][CH:23]=[CH:22][CH:21]=2)=[O:17])[CH2:12]1)=[O:9])([CH3:6])([CH3:4])[CH3:5]. The yield is 0.690. (7) The catalyst is CN(C)C=O.O. The product is [NH2:26][C:27]1[N:32]=[C:31]([C:33]2[CH:38]=[CH:37][C:36]([Cl:39])=[C:35]([O:40][CH3:41])[C:34]=2[F:42])[N:30]=[C:29]([C:43]([O:45][CH3:46])=[O:44])[C:28]=1/[CH:6]=[CH:5]/[Si:4]([O:3][CH2:1][CH3:2])([O:20][CH2:21][CH3:22])[O:23][CH2:24][CH3:25]. The reactants are [CH2:1]([O:3][Si:4]([O:23][CH2:24][CH3:25])([O:20][CH2:21][CH3:22])/[CH:5]=[CH:6]/[Sn](CCCC)(CCCC)CCCC)[CH3:2].[NH2:26][C:27]1[N:32]=[C:31]([C:33]2[CH:38]=[CH:37][C:36]([Cl:39])=[C:35]([O:40][CH3:41])[C:34]=2[F:42])[N:30]=[C:29]([C:43]([O:45][CH3:46])=[O:44])[C:28]=1I. The yield is 0.0600. (8) The reactants are O[CH2:2][C:3]#[C:4][C:5]([C:7]1[CH:12]=[CH:11][CH:10]=[CH:9][CH:8]=1)=[O:6].[BrH:13].O. The catalyst is C1(C)C=CC=CC=1. The product is [Br:13][C:3]1[CH:4]=[C:5]([C:7]2[CH:12]=[CH:11][CH:10]=[CH:9][CH:8]=2)[O:6][CH:2]=1. The yield is 0.500. (9) The reactants are [F:1][CH:2]([F:11])[O:3][C:4]1[CH:10]=[CH:9][C:7]([NH2:8])=[CH:6][CH:5]=1.[N:12]([O-])=O.[Na+].C([O-])(=O)C.[Na+].[C:21]([CH2:24][C:25](=[O:27])[CH3:26])(=[O:23])[CH3:22]. The catalyst is C(O)(=O)C.Cl.O.C(O)C. The product is [F:1][CH:2]([F:11])[O:3][C:4]1[CH:10]=[CH:9][C:7]([NH:8][N:12]=[C:24]([C:25](=[O:27])[CH3:26])[C:21](=[O:23])[CH3:22])=[CH:6][CH:5]=1. The yield is 0.820.